Task: Regression. Given a peptide amino acid sequence and an MHC pseudo amino acid sequence, predict their binding affinity value. This is MHC class I binding data.. Dataset: Peptide-MHC class I binding affinity with 185,985 pairs from IEDB/IMGT (1) The peptide sequence is LEMNDAPTA. The MHC is HLA-B15:01 with pseudo-sequence HLA-B15:01. The binding affinity (normalized) is 0.0847. (2) The peptide sequence is KEAVNHFHL. The MHC is HLA-A80:01 with pseudo-sequence HLA-A80:01. The binding affinity (normalized) is 0.0847. (3) The peptide sequence is DIIDLLLPST. The MHC is HLA-A02:01 with pseudo-sequence HLA-A02:01. The binding affinity (normalized) is 0.366. (4) The peptide sequence is AINKCVDIFT. The MHC is HLA-A02:06 with pseudo-sequence HLA-A02:06. The binding affinity (normalized) is 0.0241. (5) The peptide sequence is LPRWPPPQL. The MHC is HLA-B58:01 with pseudo-sequence HLA-B58:01. The binding affinity (normalized) is 0.0847. (6) The peptide sequence is AASQNYDLF. The MHC is H-2-Kb with pseudo-sequence H-2-Kb. The binding affinity (normalized) is 0.00555. (7) The peptide sequence is RFPLTFGW. The MHC is HLA-A68:01 with pseudo-sequence HLA-A68:01. The binding affinity (normalized) is 0. (8) The peptide sequence is SIVLHIQLEH. The MHC is HLA-A33:01 with pseudo-sequence HLA-A33:01. The binding affinity (normalized) is 0.168.